This data is from KCNQ2 potassium channel screen with 302,405 compounds. The task is: Binary Classification. Given a drug SMILES string, predict its activity (active/inactive) in a high-throughput screening assay against a specified biological target. (1) The drug is S(=O)(=O)(/C(=C\c1c(N2CCC(CC2)C(OCC)=O)nc2n(c1=O)cccc2C)C#N)c1ccccc1. The result is 0 (inactive). (2) The drug is S\1C(C(=O)N(C1=N\c1cc2c(n(c3c2cccc3)CC)cc1)C)CC(=O)Nc1ccccc1. The result is 0 (inactive). (3) The molecule is S(=O)(=O)(NCCN1CCOCC1)c1cc(OC)c(n2nnnc2)cc1. The result is 0 (inactive).